Predict the reaction yield, written as a fraction of the theoretical maximum amount of product (1.0 means a 100% yield; for example, 0.34 means a 34% yield). From a dataset of Reaction yield outcomes from USPTO patents with 853,638 reactions. The reactants are Cl[C:2]1[C:11]2[C:6](=[CH:7][C:8]([OH:14])=[C:9]([O:12][CH3:13])[CH:10]=2)[N:5]=[CH:4][C:3]=1[C:15]([NH2:17])=[O:16].[CH2:18]([C:20]1[CH:26]=[CH:25][CH:24]=[CH:23][C:21]=1[NH2:22])[CH3:19].[O:27]1[CH2:32][CH2:31][N:30]([CH2:33][CH2:34][CH2:35]Cl)[CH2:29][CH2:28]1.C([O-])([O-])=O.[Cs+].[Cs+]. The catalyst is C(O)C.C(O)(=O)C. The product is [CH2:18]([C:20]1[CH:26]=[CH:25][CH:24]=[CH:23][C:21]=1[NH:22][C:2]1[C:11]2[C:6](=[CH:7][C:8]([O:14][CH2:35][CH2:34][CH2:33][N:30]3[CH2:31][CH2:32][O:27][CH2:28][CH2:29]3)=[C:9]([O:12][CH3:13])[CH:10]=2)[N:5]=[CH:4][C:3]=1[C:15]([NH2:17])=[O:16])[CH3:19]. The yield is 0.0900.